From a dataset of Experimentally validated miRNA-target interactions with 360,000+ pairs, plus equal number of negative samples. Binary Classification. Given a miRNA mature sequence and a target amino acid sequence, predict their likelihood of interaction. (1) The miRNA is mmu-miR-1968-5p with sequence UGCAGCUGUUAAGGAUGGUGGACU. The protein sequence of the target gene is MSGEVRLRQLEQFILDGPAQTNGQCFSVETLLDILICLYDECNNSPLRREKNILEYLEWAKPFTSKVKQMRLHREDFEILKVIGRGAFGEVAVVKLKNADKVFAMKILNKWEMLKRAETACFREERDVLVNGDSKWITTLHYAFQDDNNLYLVMDYYVGGDLLTLLSKFEDRLPEEMARFYLAEMVIAIDSVHQLHYVHRDIKPDNILMDMNGHIRLADFGSCLKLMEDGTVQSSVAVGTPDYISPEILQAMEDGKGRYGPECDWWSLGVCMYEMLYGETPFYAESLVETYGKIMNHKER.... Result: 1 (interaction). (2) The miRNA is hsa-miR-6783-5p with sequence UAGGGGAAAAGUCCUGAUCCGG. The protein sequence of the target gene is MEELDGSLSQTRKAHRIEQMVARWLRRSRDSSARAKVAAADGPPGNPAQALTPVRHTVTLDKDVLLQNYGFHISETLPLTVVAVTAGGSAHGKLFPGDQILQMNNELAEDLSCERAADILRETEDALSITVVRCTSGVPKSSFLTEEKRARLKSNPVKVHFAEEVLVSGHSQGNSLLCMPNVLKVYLENGQTKAFKFEANTTVKDIILTVKEKLSIRSIEYFALALEEQYSISRLHLLHEEELVQQVVEREESQDSRCLFRVSFVPKDPLDLLKEDPVAFEYLYLQSCSDVLQERFAVEM.... Result: 0 (no interaction).